This data is from Catalyst prediction with 721,799 reactions and 888 catalyst types from USPTO. The task is: Predict which catalyst facilitates the given reaction. (1) Reactant: [Br:1][C:2]1[C:7]([CH:8]=[O:9])=[CH:6][CH:5]=[CH:4][N:3]=1.[C:10]1([N:16]2[C:20]3([CH2:25][CH2:24][NH:23][CH2:22][CH2:21]3)[C:19](=[O:26])[NH:18][CH2:17]2)[CH:15]=[CH:14][CH:13]=[CH:12][CH:11]=1.[C:27]([OH:30])(=[O:29])C.C(O[BH-](OC(=O)C)OC(=O)C)(=O)C.[Na+:44]. Product: [C:27](=[O:29])([OH:9])[O-:30].[Na+:44].[Br:1][C:2]1[C:7]([CH2:8][N:23]2[CH2:22][CH2:21][C:20]3([N:16]([C:10]4[CH:15]=[CH:14][CH:13]=[CH:12][CH:11]=4)[CH2:17][NH:18][C:19]3=[O:26])[CH2:25][CH2:24]2)=[CH:6][CH:5]=[CH:4][N:3]=1. The catalyst class is: 20. (2) Reactant: [F:1][C:2]1[C:11]([F:12])=[C:10]2[C:5]([CH:6]=[C:7]([OH:13])[CH:8]=[N:9]2)=[CH:4][CH:3]=1.[CH3:14][C:15]([C:17]1[C:22]([F:23])=[CH:21][CH:20]=[CH:19][C:18]=1F)=[O:16].C(=O)([O-])[O-].[K+].[K+].Cl. The catalyst class is: 9. Product: [F:23][C:22]1[CH:21]=[CH:20][CH:19]=[C:18]([O:13][C:7]2[CH:8]=[N:9][C:10]3[C:5]([CH:6]=2)=[CH:4][CH:3]=[C:2]([F:1])[C:11]=3[F:12])[C:17]=1[C:15](=[O:16])[CH3:14]. (3) Reactant: [CH3:1][S:2]([C:5]1[CH:10]=[CH:9][C:8]([NH2:11])=[CH:7][CH:6]=1)(=[O:4])=[O:3].[N+:12]([C:15]1[CH:16]=[C:17]([CH:20]=[CH:21][CH:22]=1)[CH:18]=O)([O-:14])=[O:13]. Product: [CH3:1][S:2]([C:5]1[CH:10]=[CH:9][C:8]([N:11]=[CH:18][C:17]2[CH:20]=[CH:21][CH:22]=[C:15]([N+:12]([O-:14])=[O:13])[CH:16]=2)=[CH:7][CH:6]=1)(=[O:3])=[O:4]. The catalyst class is: 8. (4) Reactant: [OH:1][C:2]1[CH:3]=[C:4]2[C:9](=[CH:10][CH:11]=1)[C:8](=[O:12])[CH2:7][CH2:6][CH2:5]2.S(C1C=CC(C)=CC=1)(O[CH2:17][C:18]([F:21])([F:20])[F:19])(=O)=O.C(=O)([O-])[O-].[K+].[K+]. Product: [F:19][C:18]([F:21])([F:20])[CH2:17][O:1][C:2]1[CH:3]=[C:4]2[C:9](=[CH:10][CH:11]=1)[C:8](=[O:12])[CH2:7][CH2:6][CH2:5]2. The catalyst class is: 18. (5) Reactant: [CH:1]1([N:5]2[C:13]3[C:8](=[CH:9][CH:10]=[CH:11][CH:12]=3)[C:7]([C:14]([NH:16][C@H:17]3[CH2:22][N:21](C(OC(C)(C)C)=O)[C@@H:20]([CH2:30][C:31]4([OH:37])[CH2:36][CH2:35][O:34][CH2:33][CH2:32]4)[CH2:19][CH2:18]3)=[O:15])=[N:6]2)[CH2:4][CH2:3][CH2:2]1.Cl. Product: [CH:1]1([N:5]2[C:13]3[C:8](=[CH:9][CH:10]=[CH:11][CH:12]=3)[C:7]([C:14]([NH:16][C@H:17]3[CH2:18][CH2:19][C@@H:20]([CH2:30][C:31]4([OH:37])[CH2:36][CH2:35][O:34][CH2:33][CH2:32]4)[NH:21][CH2:22]3)=[O:15])=[N:6]2)[CH2:2][CH2:3][CH2:4]1. The catalyst class is: 5. (6) Reactant: [CH3:1][O:2][C:3]1[CH:8]=[C:7]([CH3:9])[C:6]([O:10][CH3:11])=[CH:5][C:4]=1[C:12]1[N:16]=[C:15]([NH2:17])[NH:14][N:13]=1.[C:18](=N)([C:25]1[CH:30]=[CH:29][CH:28]=[CH:27][CH:26]=1)[C:19]1[CH:24]=[CH:23][CH:22]=[CH:21][CH:20]=1.C(OC(C)C)(C)C. Product: [CH3:1][O:2][C:3]1[CH:8]=[C:7]([CH3:9])[C:6]([O:10][CH3:11])=[CH:5][C:4]=1[C:12]1[N:16]=[C:15]([N:17]=[C:18]([C:19]2[CH:24]=[CH:23][CH:22]=[CH:21][CH:20]=2)[C:25]2[CH:30]=[CH:29][CH:28]=[CH:27][CH:26]=2)[NH:14][N:13]=1. The catalyst class is: 113. (7) Reactant: [N+:1]([C:4]1[CH:14]=[CH:13][C:7]2[CH2:8][CH2:9][NH:10][CH2:11][CH2:12][C:6]=2[CH:5]=1)([O-:3])=[O:2].[CH3:15][C:16]([CH3:18])=O.C(O)(=O)C.C1(C)C=CC(S(O)(=O)=O)=CC=1.C(O[BH-](OC(=O)C)OC(=O)C)(=O)C.[Na+].C(=O)([O-])O.[Na+]. Product: [CH:16]([N:10]1[CH2:11][CH2:12][C:6]2[CH:5]=[C:4]([N+:1]([O-:3])=[O:2])[CH:14]=[CH:13][C:7]=2[CH2:8][CH2:9]1)([CH3:18])[CH3:15]. The catalyst class is: 1. (8) Reactant: [CH:1]([C:3]1[CH:4]=[CH:5][C:6]([C:15]([O:17][CH3:18])=[O:16])=[N:7][C:8]=1[C:9]1[CH:14]=[CH:13][CH:12]=[CH:11][CH:10]=1)=O.[NH:19]1[CH2:24][CH2:23][O:22][CH2:21][CH2:20]1. Product: [O:22]1[CH2:23][CH2:24][N:19]([CH2:1][C:3]2[CH:4]=[CH:5][C:6]([C:15]([O:17][CH3:18])=[O:16])=[N:7][C:8]=2[C:9]2[CH:14]=[CH:13][CH:12]=[CH:11][CH:10]=2)[CH2:20][CH2:21]1. The catalyst class is: 2. (9) Reactant: [C:1](Cl)(=[O:11])[CH2:2][CH2:3][CH2:4][CH2:5][CH2:6][CH2:7][CH2:8][CH2:9][CH3:10].[C:13]([C:17]1[CH:43]=[CH:42][C:20]([CH2:21][O:22][C:23]2[CH:24]=[C:25]([CH:39]=[CH:40][CH:41]=2)[C:26]([NH:28][C:29]2[CH:34]=[CH:33][CH:32]=[CH:31][C:30]=2[S:35](=[O:38])(=[O:37])[NH2:36])=[O:27])=[CH:19][CH:18]=1)([CH3:16])([CH3:15])[CH3:14]. Product: [C:13]([C:17]1[CH:43]=[CH:42][C:20]([CH2:21][O:22][C:23]2[CH:24]=[C:25]([CH:39]=[CH:40][CH:41]=2)[C:26]([NH:28][C:29]2[CH:34]=[CH:33][CH:32]=[CH:31][C:30]=2[S:35]([NH:36][C:1](=[O:11])[CH2:2][CH2:3][CH2:4][CH2:5][CH2:6][CH2:7][CH2:8][CH2:9][CH3:10])(=[O:37])=[O:38])=[O:27])=[CH:19][CH:18]=1)([CH3:16])([CH3:14])[CH3:15]. The catalyst class is: 367. (10) Reactant: C([O:8][C:9]1[CH:30]=[CH:29][C:12]([CH2:13][C:14]2[N:18]3[N:19]=[C:20]([C:23]4[CH:24]=[N:25][N:26]([CH3:28])[CH:27]=4)[CH:21]=[CH:22][C:17]3=[N:16][CH:15]=2)=[CH:11][CH:10]=1)C1C=CC=CC=1. Product: [CH3:28][N:26]1[CH:27]=[C:23]([C:20]2[CH:21]=[CH:22][C:17]3[N:18]([C:14]([CH2:13][C:12]4[CH:11]=[CH:10][C:9]([OH:8])=[CH:30][CH:29]=4)=[CH:15][N:16]=3)[N:19]=2)[CH:24]=[N:25]1. The catalyst class is: 63.